Task: Predict which catalyst facilitates the given reaction.. Dataset: Catalyst prediction with 721,799 reactions and 888 catalyst types from USPTO (1) Reactant: [C:1]1([CH3:11])[CH:6]=[CH:5][C:4]([S:7](Cl)(=[O:9])=[O:8])=[CH:3][CH:2]=1.C(N1CC[C@@H:16]([OH:19])[CH2:15]1)C.C([N:22]([CH2:25][CH3:26])[CH2:23][CH3:24])C. Product: [NH:22]1[CH2:23][CH2:24][C@H:26]([C:5]2[CH:6]=[C:1]([CH3:11])[CH:2]=[CH:3][C:4]=2[S:7]([O:19][CH2:16][CH3:15])(=[O:9])=[O:8])[CH2:25]1. The catalyst class is: 1. (2) Product: [CH3:24][S:21]([C:18]1[CH:19]=[CH:20][C:15]([NH:14][C:12](=[O:13])[CH2:11][CH:8]2[CH2:9][CH2:10][N:5]([CH2:4][CH2:3][NH:25][C:26]3[CH:31]=[CH:30][CH:29]=[CH:28][CH:27]=3)[CH2:6][CH2:7]2)=[CH:16][CH:17]=1)(=[O:23])=[O:22]. The catalyst class is: 10. Reactant: Cl.Cl[CH2:3][CH2:4][N:5]1[CH2:10][CH2:9][CH:8]([CH2:11][C:12]([NH:14][C:15]2[CH:20]=[CH:19][C:18]([S:21]([CH3:24])(=[O:23])=[O:22])=[CH:17][CH:16]=2)=[O:13])[CH2:7][CH2:6]1.[NH2:25][C:26]1[CH:31]=[CH:30][CH:29]=[CH:28][CH:27]=1.[I-].[Na+].CCN(C(C)C)C(C)C. (3) Reactant: C[O:2][C:3]([CH:5]1[CH2:10][C:9]([F:14])([CH2:11][CH2:12][CH3:13])CC[N:6]1[C:15](OC(C)(C)C)=O)=[O:4].O.[OH-].[Li+].[CH2:25]1COCC1. Product: [F:14][C:9]1([CH2:11][CH2:12][CH2:13][CH3:25])[CH2:15][NH:6][C@H:5]([C:3]([OH:2])=[O:4])[CH2:10]1. The catalyst class is: 6. (4) Reactant: [C:1]([O:9][C:10]1[C:11]([OH:44])=[N:12][C:13]([C:20]2([CH3:43])[CH2:25][N:24]([C:26]([O:28][C:29]([CH3:32])([CH3:31])[CH3:30])=[O:27])[CH2:23][CH2:22][N:21]2C(OCC2C=CC=CC=2)=O)=[N:14][C:15]=1[C:16]([O:18][CH3:19])=[O:17])(=[O:8])[C:2]1[CH:7]=[CH:6][CH:5]=[CH:4][CH:3]=1. Product: [C:1]([O:9][C:10]1[C:15]([C:16]([O:18][CH3:19])=[O:17])=[N:14][C:13]([C:20]2([CH3:43])[CH2:25][N:24]([C:26]([O:28][C:29]([CH3:30])([CH3:31])[CH3:32])=[O:27])[CH2:23][CH2:22][NH:21]2)=[N:12][C:11]=1[OH:44])(=[O:8])[C:2]1[CH:7]=[CH:6][CH:5]=[CH:4][CH:3]=1. The catalyst class is: 99.